Dataset: Reaction yield outcomes from USPTO patents with 853,638 reactions. Task: Predict the reaction yield, written as a fraction of the theoretical maximum amount of product (1.0 means a 100% yield; for example, 0.34 means a 34% yield). (1) The product is [Cl:1][C:2]1[CH:10]=[CH:9][C:8]([N:12]2[CH2:16][CH2:15][CH2:14][CH2:13]2)=[CH:7][C:3]=1[C:4]([NH2:6])=[O:5]. The catalyst is CN(C=O)C. The reactants are [Cl:1][C:2]1[CH:10]=[CH:9][C:8](F)=[CH:7][C:3]=1[C:4]([NH2:6])=[O:5].[NH:12]1[CH2:16][CH2:15][CH2:14][CH2:13]1. The yield is 0.150. (2) The reactants are [C:1]([O:5][C:6]([N:8]1[CH2:13][CH2:12][C:11](=O)[CH2:10][CH2:9]1)=[O:7])([CH3:4])([CH3:3])[CH3:2].[NH:15]1[C:24]2[C:19](=[CH:20][CH:21]=[CH:22][CH:23]=2)[CH2:18][CH2:17][CH2:16]1.C(O[BH-](OC(=O)C)OC(=O)C)(=O)C.[Na+].C(=O)([O-])O.[Na+]. The catalyst is ClC(Cl)C.C(O)(=O)C. The product is [C:1]([O:5][C:6]([N:8]1[CH2:13][CH2:12][CH:11]([N:15]2[C:24]3[C:19](=[CH:20][CH:21]=[CH:22][CH:23]=3)[CH2:18][CH2:17][CH2:16]2)[CH2:10][CH2:9]1)=[O:7])([CH3:4])([CH3:3])[CH3:2]. The yield is 0.0700. (3) The reactants are [H-].[Na+].[CH2:3]([NH:10][C:11](=[O:26])[C:12]1[C:17]([C:18]2[CH:23]=[CH:22][C:21]([Cl:24])=[CH:20][C:19]=2F)=[CH:16][CH:15]=[N:14][CH:13]=1)[C:4]1[CH:9]=[CH:8][CH:7]=[CH:6][CH:5]=1. The catalyst is C1COCC1. The product is [CH2:3]([N:10]1[C:19]2[CH:20]=[C:21]([Cl:24])[CH:22]=[CH:23][C:18]=2[C:17]2[C:12](=[CH:13][N:14]=[CH:15][CH:16]=2)[C:11]1=[O:26])[C:4]1[CH:9]=[CH:8][CH:7]=[CH:6][CH:5]=1. The yield is 1.00. (4) The catalyst is C(Cl)Cl. The product is [CH3:1][O:2][C:3]1[CH:4]=[C:5]([CH:27]=[C:28]([CH3:39])[C:29]=1[N:30]1[CH:34]=[C:33]([C:35]([F:36])([F:38])[F:37])[CH:32]=[N:31]1)[O:6][CH:7]([C:11]1[CH:12]=[CH:13][C:14]([C:15]([NH:17][CH2:18][CH2:19][C:20]([OH:22])=[O:21])=[O:16])=[CH:25][CH:26]=1)[CH2:8][CH2:9][CH3:10]. The yield is 0.740. The reactants are [CH3:1][O:2][C:3]1[CH:4]=[C:5]([CH:27]=[C:28]([CH3:39])[C:29]=1[N:30]1[CH:34]=[C:33]([C:35]([F:38])([F:37])[F:36])[CH:32]=[N:31]1)[O:6][CH:7]([C:11]1[CH:26]=[CH:25][C:14]([C:15]([NH:17][CH2:18][CH2:19][C:20]([O:22]CC)=[O:21])=[O:16])=[CH:13][CH:12]=1)[CH2:8][CH2:9][CH3:10].O1CCCC1.CO.[OH-].[Na+]. (5) The reactants are CC(OI1(OC(C)=O)(OC(C)=O)OC(=O)C2C1=CC=CC=2)=O.[Cl:23][C:24]1[CH:25]=[C:26]2[C:30](=[CH:31][CH:32]=1)[N:29]([CH3:33])[C:28]([C:34]1[CH:39]=[CH:38][C:37]([Cl:40])=[CH:36][CH:35]=1)=[C:27]2[CH2:41][CH:42]([OH:58])[CH2:43][N:44]1[CH2:49][CH2:48][C:47]([CH2:51][C:52]2[CH:57]=[CH:56][CH:55]=[CH:54][CH:53]=2)([OH:50])[CH2:46][CH2:45]1.C(=O)([O-])[O-].[Na+].[Na+].O. The catalyst is ClCCl. The product is [Cl:23][C:24]1[CH:25]=[C:26]2[C:30](=[CH:31][CH:32]=1)[N:29]([CH3:33])[C:28]([C:34]1[CH:35]=[CH:36][C:37]([Cl:40])=[CH:38][CH:39]=1)=[C:27]2[CH2:41][C:42](=[O:58])[CH2:43][N:44]1[CH2:49][CH2:48][C:47]([CH2:51][C:52]2[CH:53]=[CH:54][CH:55]=[CH:56][CH:57]=2)([OH:50])[CH2:46][CH2:45]1. The yield is 0.250. (6) The reactants are Cl[CH2:2][CH2:3][CH2:4][O:5][C:6]1[C:14]2[C:9](=[N:10][CH:11]=[N:12][C:13]=2[NH:15][C:16]2[CH:21]=[CH:20][C:19]([O:22][CH2:23][C:24]3[CH:29]=[CH:28][CH:27]=[CH:26][N:25]=3)=[C:18]([Cl:30])[CH:17]=2)[NH:8][N:7]=1.[C:31]([N:34]1[CH2:39][CH2:38][NH:37][CH2:36][CH2:35]1)(=[O:33])[CH3:32]. No catalyst specified. The product is [C:31]([N:34]1[CH2:39][CH2:38][N:37]([CH2:2][CH2:3][CH2:4][O:5][C:6]2[C:14]3[C:9](=[N:10][CH:11]=[N:12][C:13]=3[NH:15][C:16]3[CH:21]=[CH:20][C:19]([O:22][CH2:23][C:24]4[CH:29]=[CH:28][CH:27]=[CH:26][N:25]=4)=[C:18]([Cl:30])[CH:17]=3)[NH:8][N:7]=2)[CH2:36][CH2:35]1)(=[O:33])[CH3:32]. The yield is 0.140.